This data is from Full USPTO retrosynthesis dataset with 1.9M reactions from patents (1976-2016). The task is: Predict the reactants needed to synthesize the given product. (1) Given the product [CH2:1]([C:8]1[CH:13]=[C:12]([CH3:14])[CH:11]=[CH:10][C:9]=1[OH:15])[C:2]1[CH:3]=[CH:4][CH:5]=[CH:6][CH:7]=1, predict the reactants needed to synthesize it. The reactants are: [CH:1](=[C:8]1[CH2:13][CH:12]([CH3:14])[CH2:11][CH2:10][C:9]1=[O:15])[C:2]1[CH:7]=[CH:6][CH:5]=[CH:4][CH:3]=1.C(OCC)(=O)/C=C\C(OCC)=O. (2) The reactants are: ClC1C=C[CH:5]=[C:4]([C:8]([O:10]O)=O)[CH:3]=1.CC(=C)C[N:15]([C:19]1[CH:24]=[CH:23][C:22]([Cl:25])=[CH:21][CH:20]=1)[C:16](=[O:18])[O-:17].S([O-])([O-])(=O)=S.[Na+].[Na+]. Given the product [CH3:3][C:4]1([CH2:5][O:17][C:16](=[O:18])[NH:15][C:19]2[CH:20]=[CH:21][C:22]([Cl:25])=[CH:23][CH:24]=2)[CH2:8][O:10]1, predict the reactants needed to synthesize it. (3) Given the product [Cl-:22].[CH2:1]([N+:8]12[CH2:21][CH2:20][C:11]([C:15]([O:17][CH2:18][CH3:19])=[O:16])([CH2:10][CH2:9]1)[CH2:12][CH2:13][CH2:14]2)[C:2]1[CH:7]=[CH:6][CH:5]=[CH:4][CH:3]=1, predict the reactants needed to synthesize it. The reactants are: [CH2:1]([N:8]1[CH2:14][CH2:13][CH2:12][C:11]([CH2:20][CH2:21][Cl:22])([C:15]([O:17][CH2:18][CH3:19])=[O:16])[CH2:10][CH2:9]1)[C:2]1[CH:7]=[CH:6][CH:5]=[CH:4][CH:3]=1. (4) Given the product [Cl:1][C:2]1[CH:3]=[CH:4][C:5]([S:8]([NH:11][CH:12]2[CH2:21][CH2:20][C:19]3[C:14](=[CH:15][CH:16]=[CH:17][C:18]=3[CH2:22][CH:23]3[CH2:27][C:26]([OH:28])=[C:25]([C:33]4[CH:34]=[CH:35][C:36]([F:39])=[CH:37][CH:38]=4)[C:24]3=[O:40])[CH2:13]2)(=[O:10])=[O:9])=[CH:6][CH:7]=1, predict the reactants needed to synthesize it. The reactants are: [Cl:1][C:2]1[CH:7]=[CH:6][C:5]([S:8]([NH:11][CH:12]2[CH2:21][CH2:20][C:19]3[C:14](=[CH:15][CH:16]=[CH:17][C:18]=3[CH2:22][CH:23]3[CH2:27][C:26]([O:28]CC(C)C)=[C:25]([C:33]4[CH:38]=[CH:37][C:36]([F:39])=[CH:35][CH:34]=4)[C:24]3=[O:40])[CH2:13]2)(=[O:10])=[O:9])=[CH:4][CH:3]=1.Cl. (5) Given the product [F:10][C:9]([F:12])([F:11])[C:6]1[CH:7]=[CH:8][C:3]([CH:19]([NH2:20])[C:18]2[CH:21]=[CH:22][C:15]([C:14]([F:13])([F:23])[F:24])=[CH:16][CH:17]=2)=[CH:4][CH:5]=1, predict the reactants needed to synthesize it. The reactants are: [Mg].Br[C:3]1[CH:8]=[CH:7][C:6]([C:9]([F:12])([F:11])[F:10])=[CH:5][CH:4]=1.[F:13][C:14]([F:24])([F:23])[C:15]1[CH:22]=[CH:21][C:18]([C:19]#[N:20])=[CH:17][CH:16]=1.[BH4-].[Na+].Cl. (6) Given the product [CH3:1][S:2][C:3]([S:6][CH3:7])([S:4][CH3:5])[CH:32]([C:31]1[CH:34]=[CH:35][CH:36]=[CH:37][C:30]=1[C:28]1[CH:27]=[CH:26][C:24]2[NH:25][C:21]([CH2:20][O:19][C:18]3[CH:38]=[CH:39][C:15]([C:14]([F:41])([F:40])[F:13])=[CH:16][CH:17]=3)=[N:22][C:23]=2[CH:29]=1)[OH:33], predict the reactants needed to synthesize it. The reactants are: [CH3:1][S:2][CH:3]([S:6][CH3:7])[S:4][CH3:5].C([Li])CCC.[F:13][C:14]([F:41])([F:40])[C:15]1[CH:39]=[CH:38][C:18]([O:19][CH2:20][C:21]2[NH:25][C:24]3[CH:26]=[CH:27][C:28]([C:30]4[CH:37]=[CH:36][CH:35]=[CH:34][C:31]=4[CH:32]=[O:33])=[CH:29][C:23]=3[N:22]=2)=[CH:17][CH:16]=1.